This data is from Reaction yield outcomes from USPTO patents with 853,638 reactions. The task is: Predict the reaction yield, written as a fraction of the theoretical maximum amount of product (1.0 means a 100% yield; for example, 0.34 means a 34% yield). The reactants are [OH:1][CH:2]1[CH2:11][CH2:10][CH2:9][CH:8]2[C:3]1([C:14]1[CH:19]=[CH:18][CH:17]=[C:16]([O:20][CH3:21])[CH:15]=1)[CH2:4][CH2:5][C:6](=[O:13])[CH:7]2[CH3:12].[CH2:22](O)[CH2:23][OH:24].O.C1(C)C=CC(S(O)(=O)=O)=CC=1. The catalyst is C1C=CC=CC=1. The product is [CH3:21][O:20][C:16]1[CH:15]=[C:14]([C:3]23[CH:2]([OH:1])[CH2:11][CH2:10][CH2:9][CH:8]2[CH:7]([CH3:12])[C:6]2([O:24][CH2:23][CH2:22][O:13]2)[CH2:5][CH2:4]3)[CH:19]=[CH:18][CH:17]=1. The yield is 0.410.